Dataset: Full USPTO retrosynthesis dataset with 1.9M reactions from patents (1976-2016). Task: Predict the reactants needed to synthesize the given product. (1) Given the product [Br:8][C:5]1[CH:6]=[CH:7][C:2]([C@H:19]([NH:20][C@@H:21]([CH2:24][CH:25]([CH3:27])[CH3:26])[CH2:22][OH:23])[C:18]2[CH:17]=[CH:16][C:15]([F:14])=[CH:29][CH:28]=2)=[CH:3][CH:4]=1, predict the reactants needed to synthesize it. The reactants are: Br[C:2]1[CH:7]=[CH:6][C:5]([Br:8])=[CH:4][CH:3]=1.C([Li])CCC.[F:14][C:15]1[CH:29]=[CH:28][C:18]([CH:19]=[N:20][CH:21]([CH2:24][CH:25]([CH3:27])[CH3:26])[CH2:22][OH:23])=[CH:17][CH:16]=1.O. (2) Given the product [C:4]([CH:6]([CH3:28])[CH2:7][CH2:8][N:9]1[C:13]2[CH:14]=[CH:15][CH:16]=[C:17]([CH3:18])[C:12]=2[N:11]=[C:10]1[CH2:19][O:20][C:21]1[CH:22]=[CH:23][C:24]([Cl:27])=[CH:25][CH:26]=1)(=[O:5])[NH2:2], predict the reactants needed to synthesize it. The reactants are: [OH-].[NH4+:2].Cl[C:4]([CH:6]([CH3:28])[CH2:7][CH2:8][N:9]1[C:13]2[CH:14]=[CH:15][CH:16]=[C:17]([CH3:18])[C:12]=2[N:11]=[C:10]1[CH2:19][O:20][C:21]1[CH:26]=[CH:25][C:24]([Cl:27])=[CH:23][CH:22]=1)=[O:5].